This data is from Full USPTO retrosynthesis dataset with 1.9M reactions from patents (1976-2016). The task is: Predict the reactants needed to synthesize the given product. (1) The reactants are: [F:1][C:2]1[C:7]([CH2:8]O)=[C:6]([F:10])[CH:5]=[CH:4][C:3]=1[OH:11].P(Br)(Br)[Br:13]. Given the product [Br:13][CH2:8][C:7]1[C:2]([F:1])=[C:3]([OH:11])[CH:4]=[CH:5][C:6]=1[F:10], predict the reactants needed to synthesize it. (2) Given the product [C:1]([O:9][C@@H:10]1[CH2:18][C@@H:13]2[O:14][C:15](=[O:17])[CH2:16][C@@H:12]2[C@H:11]1/[CH:19]=[CH:25]/[C:24](=[O:23])[CH:32]([O:37][CH:38]1[CH2:43][CH2:42][CH2:41][CH2:40][O:39]1)[CH2:33][CH2:34][CH2:35][CH3:36])(=[O:8])[C:2]1[CH:3]=[CH:4][CH:5]=[CH:6][CH:7]=1, predict the reactants needed to synthesize it. The reactants are: [C:1]([O:9][C@@H:10]1[CH2:18][C@@H:13]2[O:14][C:15](=[O:17])[CH2:16][C@@H:12]2[C@H:11]1[CH:19]=O)(=[O:8])[C:2]1[CH:7]=[CH:6][CH:5]=[CH:4][CH:3]=1.[Cl-].[Li+].[O:23]=[C:24]([CH:32]([O:37][CH:38]1[CH2:43][CH2:42][CH2:41][CH2:40][O:39]1)[CH2:33][CH2:34][CH2:35][CH3:36])[CH2:25]P(=O)(OC)OC.C(N(CC)CC)C.C(O)(=O)CC(CC(O)=O)(C(O)=O)O. (3) Given the product [Br:4][C:5]1[CH:12]=[CH:11][C:8]([C:9]#[N:10])=[C:7]([O:2][CH3:1])[CH:6]=1, predict the reactants needed to synthesize it. The reactants are: [CH3:1][O-:2].[K+].[Br:4][C:5]1[CH:12]=[CH:11][C:8]([C:9]#[N:10])=[C:7](F)[CH:6]=1.